Dataset: Experimentally validated miRNA-target interactions with 360,000+ pairs, plus equal number of negative samples. Task: Binary Classification. Given a miRNA mature sequence and a target amino acid sequence, predict their likelihood of interaction. (1) The miRNA is mmu-miR-3102-5p with sequence GUGAGUGGCCAGGGUGGGGCUG. The protein sequence of the target gene is MSKNDGEIRFGNPAELHGPKVQIPYLTTEKNSFKRMDNEDKQQETQSPTMSPLASPPSSPPHYQRVSLSHGYSKLRSGTEQMHPAPYERQPIGQPEGPSSEGPGAKPFRRQASLIRSFSVEREPQENNSNYPDEPWRITEEQREYYVNQFRSLQPDPSSFISGSVAKNFFTKSKLSIPELSYIWELSDADCDGALTLSEFCAAFHLIVARKNGYPLPEGLPPTLQPEYLQAAFPKSKWECAIFDSYSESMPANQQSCDLNRMEKTSVKDVADFPVPTQDVTTADDKQALKSTVNESLPKD.... Result: 1 (interaction). (2) The miRNA is hsa-miR-708-5p with sequence AAGGAGCUUACAAUCUAGCUGGG. The protein sequence of the target gene is MADVPGAQRAVPGDGPEPRDPLDCWACAVLVTAQNLLVAAFNLLLLVLVLGTILLPAVTMLGFGFLCHSQFLRSQAPPCTAHLRDPGFTALLVTGFLLLVPLLVLALASYRRLCLRLRLADCLVPYSRALYRRRRAPQPRQIRASPGSQAVPTSGKVWV. Result: 1 (interaction). (3) The protein sequence of the target gene is MDPNCSCSPVGSCACAGSCKCKECKCTSCKKSCCSCCPVGCAKCAQGCICKGTSDKCSCCA. Result: 0 (no interaction). The miRNA is bta-miR-20b with sequence CAAAGUGCUCACAGUGCAGGUA. (4) The miRNA is mmu-miR-145a-5p with sequence GUCCAGUUUUCCCAGGAAUCCCU. Result: 0 (no interaction). The protein sequence of the target gene is MGEEGPPSLEYIQAKDLFPPKELVKEEENLQVPFTVLQGEGVEFLGRAADALIAISNYRLHIKFKDSVINVPLRMIDSVESRDMFQLHISCKDSKVVRCHFSTFKQCQEWLSRLSRATARPAKPEDLFAFAYHAWCLGLTEEDQHTHLCQPGEHIRCRQEAELARMGFDLQNVWRVSHINSNYKLCPSYPQKLLVPVWITDKELENVASFRSWKRIPVVVYRHLRNGAAIARCSQPEISWWGWRNADDEYLVTSIAKACALDPGTRATGGSLSTGNNDTSEACDADFDSSLTACSGVEST.... (5) The miRNA is hsa-miR-8087 with sequence GAAGACUUCUUGGAUUACAGGGG. The protein sequence of the target gene is MWPQPRLPPHPAMSEKTQQGKLAAAKKKLKAYWQRKSPGIPAGANRKKKVNGSSPDTATSGGYHSPGDSATGIYGEGRASSTTLQDLESQYQELAVALDSSSAIISQLTENINSLVRTSKEEKKHEIHLVQKLGRSLFKLKNQTAEPLAPEPPAGPSKVEQLQDETNHLRKELESVGRQLQAEVENNQMLSLLNRRQEERLREQEERLHEQEERLHEQEERLCEQEERLREQEERLCEQEERLREQEERLCEQEERLREQEERLCEQEERLREQEERLREQEERLCEQEERLCEQEERLR.... Result: 1 (interaction). (6) The protein sequence of the target gene is MAAAAGDGGAKPLQSAMKLANKAIELDTGNRPREAYVEYLRSIHYISQVLLEDVENTTEAGETVPPETSKMLKLAEQCLERAQSTATKLGRICLKPAVPAAPPTPLPTSRHRRVCSDEGGKLSPFLPPEIFQKLQVAESQNSKKELTPLEKASLQNQKLRATYEARMARLDPSQAMQKTSLTLSLQRQMMENLVIAKAREETLQRKMEERRLRLQEAANRRFCSQVALTPEEREQRALYAAILEYEQDHDWPKHWRAKLKRSPGDLSLVTSLLSHLLSLPDHPISQLLKKLQCAVYSALY.... The miRNA is mmu-miR-92b-3p with sequence UAUUGCACUCGUCCCGGCCUCC. Result: 0 (no interaction).